From a dataset of NCI-60 drug combinations with 297,098 pairs across 59 cell lines. Regression. Given two drug SMILES strings and cell line genomic features, predict the synergy score measuring deviation from expected non-interaction effect. Drug 1: CC1=C(C(CCC1)(C)C)C=CC(=CC=CC(=CC(=O)O)C)C. Drug 2: C1=NC2=C(N=C(N=C2N1C3C(C(C(O3)CO)O)F)Cl)N. Cell line: HT29. Synergy scores: CSS=-6.90, Synergy_ZIP=7.01, Synergy_Bliss=7.82, Synergy_Loewe=3.11, Synergy_HSA=-0.277.